From a dataset of Catalyst prediction with 721,799 reactions and 888 catalyst types from USPTO. Predict which catalyst facilitates the given reaction. The catalyst class is: 70. Product: [NH2:1][C:2]1[CH:3]=[C:4]([C:5]([OH:7])=[O:6])[CH:8]=[C:9]([C:16]2[CH:17]=[CH:18][C:13]([Cl:12])=[CH:14][CH:15]=2)[CH:10]=1. Reactant: [NH2:1][C:2]1[CH:3]=[C:4]([CH:8]=[C:9](Br)[CH:10]=1)[C:5]([OH:7])=[O:6].[Cl:12][C:13]1[CH:18]=[CH:17][C:16](B(O)O)=[CH:15][CH:14]=1.C(=O)([O-])[O-].[K+].[K+].